Dataset: Reaction yield outcomes from USPTO patents with 853,638 reactions. Task: Predict the reaction yield, written as a fraction of the theoretical maximum amount of product (1.0 means a 100% yield; for example, 0.34 means a 34% yield). (1) The reactants are [N+:1]([C:4]1[CH:12]=[CH:11][C:7]2[NH:8][CH:9]=[N:10][C:6]=2[CH:5]=1)([O-:3])=[O:2].[C:13](O[C:13]([O:15][C:16]([CH3:19])([CH3:18])[CH3:17])=[O:14])([O:15][C:16]([CH3:19])([CH3:18])[CH3:17])=[O:14]. The catalyst is C1COCC1. The product is [N+:1]([C:4]1[CH:12]=[CH:11][C:7]2[N:8]([C:13]([O:15][C:16]([CH3:19])([CH3:18])[CH3:17])=[O:14])[CH:9]=[N:10][C:6]=2[CH:5]=1)([O-:3])=[O:2]. The yield is 0.940. (2) The yield is 0.880. The catalyst is ClCCl. The reactants are C(OC([N:8]1[CH2:13][CH2:12][CH:11]([CH2:14][N:15]2[CH2:20][CH2:19][CH:18]([CH2:21][NH:22][C:23]([C:25]3[C:33]4[N:32]=[C:31]([C:34]([CH3:37])([CH3:36])[CH3:35])[NH:30][C:29]=4[CH:28]=[CH:27][CH:26]=3)=[O:24])[CH2:17][CH2:16]2)[CH2:10][CH2:9]1)=O)(C)(C)C.FC(F)(F)C(O)=O. The product is [NH:8]1[CH2:9][CH2:10][CH:11]([CH2:14][N:15]2[CH2:16][CH2:17][CH:18]([CH2:21][NH:22][C:23]([C:25]3[C:33]4[N:32]=[C:31]([C:34]([CH3:37])([CH3:36])[CH3:35])[NH:30][C:29]=4[CH:28]=[CH:27][CH:26]=3)=[O:24])[CH2:19][CH2:20]2)[CH2:12][CH2:13]1. (3) The reactants are [C:1]([NH:4][C:5]1[C:14]([NH2:15])=[CH:13][C:8]([C:9]([O:11][CH3:12])=[O:10])=[C:7]([OH:16])[C:6]=1[Br:17])(=[O:3])[CH3:2].[N:18]#[C:19][NH2:20]. The catalyst is C(OCC)(=O)C.Cl. The product is [C:1]([NH:4][C:5]1[C:14]([NH:15][C:19]([NH2:20])=[NH:18])=[CH:13][C:8]([C:9]([O:11][CH3:12])=[O:10])=[C:7]([OH:16])[C:6]=1[Br:17])(=[O:3])[CH3:2]. The yield is 0.130.